The task is: Predict the reaction yield, written as a fraction of the theoretical maximum amount of product (1.0 means a 100% yield; for example, 0.34 means a 34% yield).. This data is from Reaction yield outcomes from USPTO patents with 853,638 reactions. (1) The reactants are [C:1]([C:4]1[CH:5]=[C:6]2[C:11](=[CH:12][C:13]=1[O:14][CH3:15])[N:10]=[CH:9][CH:8]=[C:7]2[O:16][C:17]1[CH:18]=[C:19]2[C:23](=[CH:24][CH:25]=1)[NH:22][CH:21]=[CH:20]2)(=[O:3])[NH2:2].[H-].[Na+].[F:28][C:29]1[CH:34]=[C:33]([F:35])[CH:32]=[CH:31][C:30]=1[NH:36][C:37](=O)[O:38]C1C=CC=CC=1.O. The catalyst is CN(C)C=O.O1CCCC1.C(OCC)(=O)C. The product is [C:1]([C:4]1[CH:5]=[C:6]2[C:11](=[CH:12][C:13]=1[O:14][CH3:15])[N:10]=[CH:9][CH:8]=[C:7]2[O:16][C:17]1[CH:18]=[C:19]2[C:23](=[CH:24][CH:25]=1)[N:22]([C:37](=[O:38])[NH:36][C:30]1[CH:31]=[CH:32][C:33]([F:35])=[CH:34][C:29]=1[F:28])[CH:21]=[CH:20]2)(=[O:3])[NH2:2]. The yield is 0.573. (2) The reactants are [NH2:1][C:2]1[CH:3]=[C:4]([C:8]2[C:16]3[C:11](=[CH:12][CH:13]=[C:14]([C:17]([NH2:19])=[O:18])[CH:15]=3)[N:10](C3CCCCO3)[N:9]=2)[CH:5]=[CH:6][CH:7]=1.[C:26]1([CH2:32][C:33](O)=[O:34])[CH:31]=[CH:30][CH:29]=[CH:28][CH:27]=1.CCN=C=NCCCN(C)C. No catalyst specified. The product is [C:26]1([CH2:32][C:33]([NH:1][C:2]2[CH:3]=[C:4]([C:8]3[C:16]4[C:11](=[CH:12][CH:13]=[C:14]([C:17]([NH2:19])=[O:18])[CH:15]=4)[NH:10][N:9]=3)[CH:5]=[CH:6][CH:7]=2)=[O:34])[CH:31]=[CH:30][CH:29]=[CH:28][CH:27]=1. The yield is 0.120.